The task is: Predict the reactants needed to synthesize the given product.. This data is from Full USPTO retrosynthesis dataset with 1.9M reactions from patents (1976-2016). (1) Given the product [CH2:1]([O:3][C:4](=[O:44])[CH2:5][C:6]1[N:7]=[C:8]([CH2:23][N:24]2[CH2:29][CH2:28][N:27]([S:30]([C:33]3[S:37][C:36]4[CH:38]=[C:39]([Cl:42])[CH:40]=[CH:41][C:35]=4[CH:34]=3)(=[O:32])=[O:31])[CH2:26][C:25]2=[O:43])[S:9][C:10]=1[CH2:11][NH2:12])[CH3:2], predict the reactants needed to synthesize it. The reactants are: [CH2:1]([O:3][C:4](=[O:44])[CH2:5][C:6]1[N:7]=[C:8]([CH2:23][N:24]2[CH2:29][CH2:28][N:27]([S:30]([C:33]3[S:37][C:36]4[CH:38]=[C:39]([Cl:42])[CH:40]=[CH:41][C:35]=4[CH:34]=3)(=[O:32])=[O:31])[CH2:26][C:25]2=[O:43])[S:9][C:10]=1[CH2:11][NH:12]C(OCC1C=CC=CC=1)=O)[CH3:2].Br.CC(O)=O. (2) Given the product [Cl:1][C:2]1[S:6][C:5]([C:7]2[C:8](=[O:37])[N:9]([CH2:29][CH2:30][C:31]3[CH:32]=[CH:33][CH:34]=[CH:35][CH:36]=3)[C:10]([C:14]3[CH:19]=[CH:18][CH:17]=[C:16]([F:20])[C:15]=3[OH:21])=[N:11][C:12]=2[CH3:13])=[CH:4][CH:3]=1, predict the reactants needed to synthesize it. The reactants are: [Cl:1][C:2]1[S:6][C:5]([C:7]2[C:8](=[O:37])[N:9]([CH2:29][CH2:30][C:31]3[CH:36]=[CH:35][CH:34]=[CH:33][CH:32]=3)[C:10]([C:14]3[CH:19]=[CH:18][CH:17]=[C:16]([F:20])[C:15]=3[O:21]CC3C=CC=CC=3)=[N:11][C:12]=2[CH3:13])=[CH:4][CH:3]=1.Br. (3) Given the product [F:1][C:2]1[CH:3]=[C:4](/[C:13](/[C:15]2[C:20]([F:21])=[CH:19][CH:18]=[CH:17][N:16]=2)=[N:28]/[S@@:26]([C:23]([CH3:25])([CH3:24])[CH3:22])=[O:27])[CH:5]=[CH:6][C:7]=1[O:8][C:9]([F:12])([F:11])[F:10], predict the reactants needed to synthesize it. The reactants are: [F:1][C:2]1[CH:3]=[C:4]([C:13]([C:15]2[C:20]([F:21])=[CH:19][CH:18]=[CH:17][N:16]=2)=O)[CH:5]=[CH:6][C:7]=1[O:8][C:9]([F:12])([F:11])[F:10].[CH3:22][C:23]([S@:26]([NH2:28])=[O:27])([CH3:25])[CH3:24].